Dataset: Reaction yield outcomes from USPTO patents with 853,638 reactions. Task: Predict the reaction yield, written as a fraction of the theoretical maximum amount of product (1.0 means a 100% yield; for example, 0.34 means a 34% yield). (1) The reactants are [CH:1]1([CH:4]([O:8][C:9]2[C:18]3[C:13](=[CH:14][CH:15]=[CH:16][CH:17]=3)[CH:12]=[CH:11][CH:10]=2)[C:5]([OH:7])=O)[CH2:3][CH2:2]1.[Cl:19][C:20]1[CH:26]=[CH:25][C:23]([NH2:24])=[CH:22][CH:21]=1.CCN=C=NCCCN(C)C.Cl. The catalyst is C(Cl)Cl.O. The product is [Cl:19][C:20]1[CH:26]=[CH:25][C:23]([NH:24][C:5](=[O:7])[CH:4]([CH:1]2[CH2:2][CH2:3]2)[O:8][C:9]2[C:18]3[C:13](=[CH:14][CH:15]=[CH:16][CH:17]=3)[CH:12]=[CH:11][CH:10]=2)=[CH:22][CH:21]=1. The yield is 0.860. (2) The product is [Cl:28][C:27]1[CH:26]=[C:25]2[C:21]([C:22]([C:29]([OH:31])=[O:30])=[CH:23][NH:24]2)=[CH:20][C:19]=1[C:16]1[CH:15]=[CH:14][C:13]([CH:9]2[CH2:10][CH2:11][CH2:12][NH:8]2)=[CH:18][CH:17]=1. The yield is 0.835. The catalyst is C(OCC)(=O)C. The reactants are C(OC([N:8]1[CH2:12][CH2:11][CH2:10][CH:9]1[C:13]1[CH:18]=[CH:17][C:16]([C:19]2[CH:20]=[C:21]3[C:25](=[CH:26][C:27]=2[Cl:28])[NH:24][CH:23]=[C:22]3[C:29]([OH:31])=[O:30])=[CH:15][CH:14]=1)=O)(C)(C)C.Cl. (3) The reactants are F[C:2](F)(F)[C:3]1[CH:4]=[C:5]([NH:9][C:10](=[O:29])[NH:11][C:12]2[CH:17]=[CH:16][C:15]([C:18]3SC(CCC(OC)=O)=NC=3)=[CH:14][CH:13]=2)[CH:6]=[CH:7][CH:8]=1.NC1C=CC(C2[O:43][C:42]([CH2:44][CH2:45][CH2:46][C:47]([O:49][CH3:50])=[O:48])=[N:41][N:40]=2)=CC=1.N(C1C=CC=C(C)C=1)=C=O. No catalyst specified. The product is [C:3]1([CH3:2])[CH:8]=[CH:7][CH:6]=[C:5]([NH:9][C:10](=[O:29])[NH:11][C:12]2[CH:13]=[CH:14][C:15]([C:18]3[O:43][C:42]([CH2:44][CH2:45][CH2:46][C:47]([O:49][CH3:50])=[O:48])=[N:41][N:40]=3)=[CH:16][CH:17]=2)[CH:4]=1. The yield is 0.890. (4) The reactants are CC([O-])(C)C.[Na+].Br[C:8]1[CH:13]=[CH:12][C:11]([CH3:14])=[CH:10][CH:9]=1.CC(C1C=C(C(C)C)C(C2C=CC=CC=2P(C2CCCCC2)C2CCCCC2)=C(C(C)C)C=1)C.Cl.[O:50]1[C:54]2=[CH:55][N:56]=[CH:57][CH:58]=[C:53]2[C:52](=[O:59])[CH2:51]1. The catalyst is CC([O-])=O.CC([O-])=O.[Pd+2].C1(C)C=CC=CC=1. The product is [C:11]1([CH3:14])[CH:12]=[CH:13][C:8]([C:51]2[O:50][C:54]3=[CH:55][N:56]=[CH:57][CH:58]=[C:53]3[C:52]=2[OH:59])=[CH:9][CH:10]=1. The yield is 0.0800. (5) The reactants are C[O:2][C:3](=[O:19])[CH:4]([C:12]1[CH:17]=[CH:16][CH:15]=[C:14]([F:18])[CH:13]=1)[NH:5][C:6]1[CH:11]=[CH:10][CH:9]=[CH:8][CH:7]=1.O.[OH-].[Li+]. The catalyst is C1COCC1.O. The product is [F:18][C:14]1[CH:13]=[C:12]([CH:4]([NH:5][C:6]2[CH:11]=[CH:10][CH:9]=[CH:8][CH:7]=2)[C:3]([OH:19])=[O:2])[CH:17]=[CH:16][CH:15]=1. The yield is 0.750. (6) The reactants are [Cl:1][C:2]1[CH:11]=[CH:10][C:9]2[NH:8][C:7](=O)[C:6]3[O:13][CH:14]=[CH:15][C:5]=3[C:4]=2[CH:3]=1.O=P(Cl)(Cl)[Cl:18]. No catalyst specified. The product is [Cl:18][C:7]1[C:6]2[O:13][CH:14]=[CH:15][C:5]=2[C:4]2[CH:3]=[C:2]([Cl:1])[CH:11]=[CH:10][C:9]=2[N:8]=1. The yield is 0.930. (7) The catalyst is [Pd].C1(P(C2C=CC=CC=2)C2C=CC=CC=2)C=CC=CC=1.C1(P(C2C=CC=CC=2)C2C=CC=CC=2)C=CC=CC=1.C1(P(C2C=CC=CC=2)C2C=CC=CC=2)C=CC=CC=1.C1(P(C2C=CC=CC=2)C2C=CC=CC=2)C=CC=CC=1.COCCOC. The product is [CH:23]1[C:32]2[C:27](=[CH:28][CH:29]=[CH:30][CH:31]=2)[CH:26]=[CH:25][C:24]=1[C:33]1[C:34]2[C:39](=[CH:38][CH:37]=[CH:36][CH:35]=2)[C:40]([C:2]2[CH:7]=[CH:6][C:5]([C:8]3[N:9]=[C:10]4[CH:15]=[CH:14][C:13]([C:16]5[CH:21]=[CH:20][CH:19]=[CH:18][CH:17]=5)=[CH:12][N:11]4[CH:22]=3)=[CH:4][CH:3]=2)=[C:41]2[C:46]=1[CH:45]=[CH:44][CH:43]=[CH:42]2. The yield is 0.760. The reactants are Br[C:2]1[CH:7]=[CH:6][C:5]([C:8]2[N:9]=[C:10]3[CH:15]=[CH:14][C:13]([C:16]4[CH:21]=[CH:20][CH:19]=[CH:18][CH:17]=4)=[CH:12][N:11]3[CH:22]=2)=[CH:4][CH:3]=1.[CH:23]1[C:32]2[C:27](=[CH:28][CH:29]=[CH:30][CH:31]=2)[CH:26]=[CH:25][C:24]=1[C:33]1[C:46]2[C:41](=[CH:42][CH:43]=[CH:44][CH:45]=2)[C:40](B(O)O)=[C:39]2[C:34]=1[CH:35]=[CH:36][CH:37]=[CH:38]2.C(=O)([O-])[O-].[Na+].[Na+].